This data is from Catalyst prediction with 721,799 reactions and 888 catalyst types from USPTO. The task is: Predict which catalyst facilitates the given reaction. (1) Reactant: [CH3:1][C:2]([CH3:22])([CH3:21])[CH2:3][CH2:4][C:5]([N:7]1[CH2:12][CH2:11][N:10]([C:13]2[CH:18]=[C:17]([C:19]#[N:20])[CH:16]=[CH:15][N:14]=2)[CH2:9][CH2:8]1)=[O:6].Cl.[OH:24][NH2:25].C(=O)([O-])[O-].[K+].[K+]. Product: [NH2:20][C:19](=[N:25][OH:24])[C:17]1[CH:16]=[CH:15][N:14]=[C:13]([N:10]2[CH2:11][CH2:12][N:7]([C:5](=[O:6])[CH2:4][CH2:3][C:2]([CH3:22])([CH3:21])[CH3:1])[CH2:8][CH2:9]2)[CH:18]=1. The catalyst class is: 8. (2) Reactant: [Cl:1][C:2]1[C:3]([F:27])=[N:4][C:5]([O:21][CH2:22][C:23]([O:25]C)=[O:24])=[C:6]([Cl:20])[C:7]=1[O:8][C:9]1[CH:14]=[CH:13][C:12]([O:15]C)=[C:11]([CH:17]([CH3:19])[CH3:18])[CH:10]=1.B(Br)(Br)Br.O. Product: [Cl:1][C:2]1[C:3]([F:27])=[N:4][C:5]([O:21][CH2:22][C:23]([OH:25])=[O:24])=[C:6]([Cl:20])[C:7]=1[O:8][C:9]1[CH:14]=[CH:13][C:12]([OH:15])=[C:11]([CH:17]([CH3:19])[CH3:18])[CH:10]=1. The catalyst class is: 2. (3) Product: [NH2:1][CH2:4][C:5]1[CH:14]=[C:13]2[C:8]([CH:9]=[C:10]([C:19]([O:21][CH2:22][CH3:23])=[O:20])[CH:11]([C:15]([F:17])([F:18])[F:16])[O:12]2)=[CH:7][C:6]=1[Cl:24]. Reactant: [N:1]([CH2:4][C:5]1[CH:14]=[C:13]2[C:8]([CH:9]=[C:10]([C:19]([O:21][CH2:22][CH3:23])=[O:20])[CH:11]([C:15]([F:18])([F:17])[F:16])[O:12]2)=[CH:7][C:6]=1[Cl:24])=[N+]=[N-]. The catalyst class is: 50. (4) Reactant: [Br:1][CH2:2][C:3]([C:5]1[CH:10]=[CH:9][C:8]([OH:11])=[CH:7][CH:6]=1)=O.[NH2:12][C:13]1[CH:18]=[CH:17][C:16]([Br:19])=[CH:15][N:14]=1. Product: [BrH:1].[Br:19][C:16]1[CH:17]=[CH:18][C:13]2[N:14]([CH:2]=[C:3]([C:5]3[CH:10]=[CH:9][C:8]([OH:11])=[CH:7][CH:6]=3)[N:12]=2)[CH:15]=1. The catalyst class is: 10. (5) Reactant: C([O-])([O-])=O.[K+].[K+].[Cl:7][C:8]1[CH:13]=[CH:12][CH:11]=[CH:10][C:9]=1[OH:14].Br[CH2:16][C:17]([O:19][CH2:20][CH3:21])=[O:18]. Product: [CH2:20]([O:19][C:17](=[O:18])[CH2:16][O:14][C:9]1[CH:10]=[CH:11][CH:12]=[CH:13][C:8]=1[Cl:7])[CH3:21]. The catalyst class is: 21. (6) Reactant: C([Si](C(C)C)(C(C)C)[O:5][CH2:6][CH2:7][N:8]1[CH2:13][CH2:12][N:11]([CH2:14][C:15]([F:18])([F:17])[F:16])[CH2:10][CH2:9]1)(C)C. Product: [F:18][C:15]([F:16])([F:17])[CH2:14][N:11]1[CH2:10][CH2:9][N:8]([CH2:7][CH2:6][OH:5])[CH2:13][CH2:12]1. The catalyst class is: 1.